Dataset: Catalyst prediction with 721,799 reactions and 888 catalyst types from USPTO. Task: Predict which catalyst facilitates the given reaction. (1) Reactant: Cl[C:2](=[CH2:5])[C:3]#[N:4].Cl.[CH:7]([NH:10][NH2:11])([CH3:9])[CH3:8].C(=O)([O-])[O-].[K+].[K+]. Product: [CH:7]([N:10]1[CH:5]=[CH:2][C:3]([NH2:4])=[N:11]1)([CH3:9])[CH3:8]. The catalyst class is: 6. (2) Reactant: [Br:1][C:2]1[CH:3]=[C:4]2[C:12](=[CH:13][CH:14]=1)[NH:11][C:10]1[CH:9]([NH:15][C@@H:16]([C:18]3[CH:23]=[CH:22][CH:21]=[CH:20][CH:19]=3)[CH3:17])[CH2:8][CH2:7][CH2:6][C:5]2=1.C(NCC)C.[ClH:29]. Product: [ClH:29].[Br:1][C:2]1[CH:3]=[C:4]2[C:12](=[CH:13][CH:14]=1)[NH:11][C:10]1[C@@H:9]([NH:15][C@@H:16]([C:18]3[CH:23]=[CH:22][CH:21]=[CH:20][CH:19]=3)[CH3:17])[CH2:8][CH2:7][CH2:6][C:5]2=1. The catalyst class is: 5. (3) Reactant: [F:1][C:2]([F:22])([C:15]1[CH:20]=[CH:19][C:18]([F:21])=[CH:17][CH:16]=1)[CH2:3][CH2:4][S:5][C:6]1[CH:14]=[CH:13][CH:12]=[CH:11][C:7]=1[C:8]([OH:10])=O.F[P-](F)(F)(F)(F)F.N1(OC(N(C)C)=[N+](C)C)C2N=CC=CC=2N=N1.C(N(CC)CC)C.[CH3:54][CH:55]([CH3:59])[CH2:56][CH2:57][NH2:58]. Product: [F:22][C:2]([F:1])([C:15]1[CH:20]=[CH:19][C:18]([F:21])=[CH:17][CH:16]=1)[CH2:3][CH2:4][S:5][C:6]1[CH:14]=[CH:13][CH:12]=[CH:11][C:7]=1[C:8]([NH:58][CH2:57][CH2:56][CH:55]([CH3:59])[CH3:54])=[O:10]. The catalyst class is: 7. (4) Reactant: [ClH:1].Cl.[NH2:3][CH:4]1[CH2:9][CH2:8][N:7]([CH2:10][CH2:11][N:12]2[C:17]3[CH:18]=[C:19]([O:22][CH3:23])[CH:20]=[CH:21][C:16]=3[N:15]=[N:14][C:13]2=[O:24])[CH2:6][CH2:5]1.C(N(CC)CC)C.[O:32]1[C:41]2[CH:40]=[C:39]([CH:42]=O)[N:38]=[CH:37][C:36]=2[O:35][CH2:34][CH2:33]1.[BH-](OC(C)=O)(OC(C)=O)OC(C)=O.[Na+].C([O-])(O)=O.[Na+]. Product: [ClH:1].[O:32]1[C:41]2[CH:40]=[C:39]([CH2:42][NH:3][CH:4]3[CH2:9][CH2:8][N:7]([CH2:10][CH2:11][N:12]4[C:17]5[CH:18]=[C:19]([O:22][CH3:23])[CH:20]=[CH:21][C:16]=5[N:15]=[N:14][C:13]4=[O:24])[CH2:6][CH2:5]3)[N:38]=[CH:37][C:36]=2[O:35][CH2:34][CH2:33]1. The catalyst class is: 147. (5) Reactant: [OH-].[Na+].C([O:5][C:6]([C:8]1[CH:12]=[C:11]([CH3:13])[O:10][C:9]=1[C:14]1[CH:19]=[CH:18][CH:17]=[C:16]([O:20][CH3:21])[CH:15]=1)=[O:7])C. Product: [CH3:21][O:20][C:16]1[CH:15]=[C:14]([C:9]2[O:10][C:11]([CH3:13])=[CH:12][C:8]=2[C:6]([OH:7])=[O:5])[CH:19]=[CH:18][CH:17]=1. The catalyst class is: 88. (6) Product: [F:1][C:2]([F:25])([F:24])[C:3]1[CH:4]=[CH:5][C:6]([C:9]2[S:13][C:12]([C:14]3[CH:15]=[CH:16][CH:17]=[CH:22][C:23]=3[C:32]([OH:28])=[O:26])=[N:11][N:10]=2)=[CH:7][CH:8]=1. Reactant: [F:1][C:2]([F:25])([F:24])[C:3]1[CH:8]=[CH:7][C:6]([C:9]2[S:13][C:12]([C:14]3[CH:23]=[CH:22][C:17](C(OC)=O)=[CH:16][CH:15]=3)=[N:11][N:10]=2)=[CH:5][CH:4]=1.[OH-:26].[Na+].[O:28]1[CH2:32]CCC1.Cl. The catalyst class is: 72.